Dataset: Reaction yield outcomes from USPTO patents with 853,638 reactions. Task: Predict the reaction yield, written as a fraction of the theoretical maximum amount of product (1.0 means a 100% yield; for example, 0.34 means a 34% yield). (1) The reactants are [OH:1][C@@H:2]([CH2:28][OH:29])[CH2:3][NH:4][C:5]([C:7]1[C:8](=[O:27])[N:9]([CH3:26])[C:10]2[C:15]([C:16]=1[OH:17])=[N:14][CH:13]=[C:12]([CH2:18][C:19]1[CH:24]=[CH:23][C:22]([F:25])=[CH:21][CH:20]=1)[CH:11]=2)=[O:6].[OH-].[Na+:31]. No catalyst specified. The product is [OH:1][C@@H:2]([CH2:28][OH:29])[CH2:3][NH:4][C:5]([C:7]1[C:8](=[O:27])[N:9]([CH3:26])[C:10]2[C:15]([C:16]=1[O-:17])=[N:14][CH:13]=[C:12]([CH2:18][C:19]1[CH:20]=[CH:21][C:22]([F:25])=[CH:23][CH:24]=1)[CH:11]=2)=[O:6].[Na+:31]. The yield is 0.940. (2) The reactants are [O:1]=[C:2]1[C:11]2[C:6](=[CH:7][CH:8]=[CH:9][CH:10]=2)[N:5]=[C:4]([CH2:12][CH2:13][CH2:14][C:15]([OH:17])=O)[NH:3]1.FC(F)(F)C(O)=O.[NH:25]1[CH2:30][CH2:29][CH:28]([C:31]2[O:32][C:33]([C:36]3[CH:37]=[C:38]([CH3:42])[CH:39]=[CH:40][CH:41]=3)=[N:34][N:35]=2)[CH2:27][CH2:26]1. No catalyst specified. The product is [O:17]=[C:15]([N:25]1[CH2:26][CH2:27][CH:28]([C:31]2[O:32][C:33]([C:36]3[CH:37]=[C:38]([CH3:42])[CH:39]=[CH:40][CH:41]=3)=[N:34][N:35]=2)[CH2:29][CH2:30]1)[CH2:14][CH2:13][CH2:12][C:4]1[NH:3][C:2](=[O:1])[C:11]2[C:6](=[CH:7][CH:8]=[CH:9][CH:10]=2)[N:5]=1. The yield is 0.380. (3) The reactants are [ClH:1].CO[C:4](=O)[CH:5]([NH2:14])[CH2:6][CH2:7][CH2:8][CH2:9][CH2:10][CH2:11][C:12]#[CH:13].[N:16]#[C:17][NH2:18]. No catalyst specified. The product is [ClH:1].[CH2:6]([C:5]1[N:14]=[C:17]([NH2:18])[NH:16][CH:4]=1)[CH2:7][CH2:8][CH2:9][CH2:10][CH2:11][C:12]#[CH:13]. The yield is 0.530. (4) The reactants are F[C:2]1[CH:7]=[CH:6][C:5]([C:8]2[CH:9]=[N:10][C:11]([N:14]3[CH2:19][CH2:18][N:17]([S:20]([CH2:23][C@H:24]([CH:29]([CH3:31])[CH3:30])[C:25]([NH:27][OH:28])=[O:26])(=[O:22])=[O:21])[CH2:16][CH2:15]3)=[N:12][CH:13]=2)=[CH:4][CH:3]=1.[C:32](C1C=CC(C2C=NC(N3CCN(S(C[C@H](C(C)C)C(O)=O)(=O)=O)CC3)=NC=2)=CC=1)#[N:33]. No catalyst specified. The product is [C:32]([C:2]1[CH:7]=[CH:6][C:5]([C:8]2[CH:9]=[N:10][C:11]([N:14]3[CH2:19][CH2:18][N:17]([S:20]([CH2:23][C@H:24]([CH:29]([CH3:30])[CH3:31])[C:25]([NH:27][OH:28])=[O:26])(=[O:21])=[O:22])[CH2:16][CH2:15]3)=[N:12][CH:13]=2)=[CH:4][CH:3]=1)#[N:33]. The yield is 0.530. (5) The reactants are Cl[C:2]1[CH:12]=[CH:11][C:5]([C:6]([O:8]CC)=[O:7])=[CH:4][N:3]=1.[O:13]1[CH2:18][CH2:17][O:16][CH2:15][CH:14]1[CH2:19][OH:20].[OH-].[Li+]. No catalyst specified. The product is [O:13]1[CH2:18][CH2:17][O:16][CH2:15][CH:14]1[CH2:19][O:20][C:2]1[CH:12]=[CH:11][C:5]([C:6]([OH:8])=[O:7])=[CH:4][N:3]=1. The yield is 0.580.